From a dataset of Full USPTO retrosynthesis dataset with 1.9M reactions from patents (1976-2016). Predict the reactants needed to synthesize the given product. (1) Given the product [ClH:5].[CH2:1]([N:19]1[CH2:20][CH2:21][N:16]([C:14](=[O:15])[CH2:13][C:8]2[CH:9]=[CH:10][C:11]([Cl:12])=[C:6]([Cl:5])[CH:7]=2)[C@H:17]([CH2:22][N:23]2[CH2:27][CH2:26][CH2:25][CH2:24]2)[CH2:18]1)[CH:2]=[CH2:3], predict the reactants needed to synthesize it. The reactants are: [CH2:1](Br)[CH:2]=[CH2:3].[Cl:5][C:6]1[CH:7]=[C:8]([CH2:13][C:14]([N:16]2[CH2:21][CH2:20][NH:19][CH2:18][C@@H:17]2[CH2:22][N:23]2[CH2:27][CH2:26][CH2:25][CH2:24]2)=[O:15])[CH:9]=[CH:10][C:11]=1[Cl:12].Cl. (2) Given the product [Br:18][C:19]1[N:24]=[C:23]([CH2:25][C:5]([CH2:4][CH2:3][C:2]([F:10])([F:11])[F:1])([C:8]#[N:9])[C:6]#[N:7])[CH:22]=[CH:21][CH:20]=1, predict the reactants needed to synthesize it. The reactants are: [F:1][C:2]([F:11])([F:10])[CH2:3][CH2:4][CH:5]([C:8]#[N:9])[C:6]#[N:7].C(=O)([O-])[O-].[K+].[K+].[Br:18][C:19]1[N:24]=[C:23]([CH2:25]Br)[CH:22]=[CH:21][CH:20]=1. (3) Given the product [OH2:3].[NH2:22][C:14]1[C:13]2[N:23]=[C:10]([CH:5]([CH2:6][CH2:7][CH2:8][CH3:9])[OH:4])[N:11]([CH2:24][CH:25]([CH3:26])[CH3:27])[C:12]=2[C:21]2[CH:20]=[CH:19][CH:18]=[CH:17][C:16]=2[N:15]=1.[NH2:22][C:14]1[C:13]2[N:23]=[C:10]([CH:5]([CH2:6][CH2:7][CH2:8][CH3:9])[OH:4])[N:11]([CH2:24][CH:25]([CH3:26])[CH3:27])[C:12]=2[C:21]2[CH:20]=[CH:19][CH:18]=[CH:17][C:16]=2[N:15]=1, predict the reactants needed to synthesize it. The reactants are: C([O:4][CH:5]([C:10]1[N:11]([CH2:24][CH:25]([CH3:27])[CH3:26])[C:12]2[C:21]3[CH:20]=[CH:19][CH:18]=[CH:17][C:16]=3[N:15]=[C:14]([NH2:22])[C:13]=2[N:23]=1)[CH2:6][CH2:7][CH2:8][CH3:9])(=[O:3])C.C(Cl)Cl. (4) Given the product [C:36]([O:40][C:41]([NH:43][CH2:44][CH2:45][O:46][C:47]1[C:56]([C:57]2[CH:61]=[CH:60][O:59][CH:58]=2)=[CH:55][CH:54]=[C:53]([CH2:62][S:63]([C:66]2[CH:71]=[CH:70][CH:69]=[CH:68][C:67]=2[O:72][CH3:73])(=[O:65])=[O:64])[C:48]=1[C:49]([OH:51])=[O:50])=[O:42])([CH3:39])([CH3:38])[CH3:37], predict the reactants needed to synthesize it. The reactants are: C1(S(CC2C(C(O)=O)=C(OCCNC(OC(C)(C)C)=O)C(C3C=COC=3)=CC=2)(=O)=O)C=CC=CC=1.[C:36]([O:40][C:41]([NH:43][CH2:44][CH2:45][O:46][C:47]1[C:56]([C:57]2[CH:61]=[CH:60][O:59][CH:58]=2)=[CH:55][CH:54]=[C:53]([CH2:62][S:63]([C:66]2[CH:71]=[CH:70][CH:69]=[CH:68][C:67]=2[O:72][CH3:73])(=[O:65])=[O:64])[C:48]=1[C:49]([O:51]C)=[O:50])=[O:42])([CH3:39])([CH3:38])[CH3:37]. (5) Given the product [CH2:4]([O:3][C:1](=[O:2])[N:11]([CH:12]([C:14](=[O:16])[NH:51][CH:52]([C:53]([N:55]1[CH2:59][CH2:58][CH:57]2[N:60]([CH:73]3[CH2:77][CH2:76][CH2:75][CH2:74]3)[CH2:61][CH:62]([C:63]3[C:71]4[C:66](=[CH:67][C:68]([F:72])=[CH:69][CH:70]=4)[NH:65][CH:64]=3)[CH:56]12)=[O:54])[C:78]([CH3:81])([CH3:80])[CH3:79])[CH3:13])[CH3:17])[C:5]1[CH:6]=[CH:7][CH:8]=[CH:9][CH:10]=1, predict the reactants needed to synthesize it. The reactants are: [C:1]([N:11]([CH3:17])[C@H:12]([C:14]([OH:16])=O)[CH3:13])([O:3][CH2:4][C:5]1[CH:10]=[CH:9][CH:8]=[CH:7][CH:6]=1)=[O:2].CN(C(ON1N=NC2C=CC=NC1=2)=[N+](C)C)C.F[P-](F)(F)(F)(F)F.CCN(C(C)C)C(C)C.[NH2:51][CH:52]([C:78]([CH3:81])([CH3:80])[CH3:79])[C:53]([N:55]1[CH2:59][CH2:58][CH:57]2[N:60]([CH:73]3[CH2:77][CH2:76][CH2:75][CH2:74]3)[CH2:61][CH:62]([C:63]3[C:71]4[C:66](=[CH:67][C:68]([F:72])=[CH:69][CH:70]=4)[NH:65][CH:64]=3)[CH:56]12)=[O:54].